Dataset: Full USPTO retrosynthesis dataset with 1.9M reactions from patents (1976-2016). Task: Predict the reactants needed to synthesize the given product. (1) The reactants are: [OH:1][C:2]1[CH:11]=[C:10]2[C:5]([CH2:6][CH2:7][CH2:8][C:9]2=[O:12])=[CH:4][CH:3]=1.C([O-])([O-])=O.[K+].[K+].[CH2:19](Br)[C:20]1[CH:25]=[CH:24][CH:23]=[CH:22][CH:21]=1. Given the product [CH2:19]([O:1][C:2]1[CH:11]=[C:10]2[C:5]([CH2:6][CH2:7][CH2:8][C:9]2=[O:12])=[CH:4][CH:3]=1)[C:20]1[CH:25]=[CH:24][CH:23]=[CH:22][CH:21]=1, predict the reactants needed to synthesize it. (2) Given the product [Cl:20][C:21]1[CH:22]=[C:23]([NH:24][C:2]2[N:7]=[C:6]([NH:8][C:9]3[CH:14]=[CH:13][C:12]4[O:15][CH2:16][CH2:17][O:18][C:11]=4[CH:10]=3)[C:5]([F:19])=[CH:4][N:3]=2)[CH:25]=[CH:26][C:27]=1[F:28], predict the reactants needed to synthesize it. The reactants are: Cl[C:2]1[N:7]=[C:6]([NH:8][C:9]2[CH:14]=[CH:13][C:12]3[O:15][CH2:16][CH2:17][O:18][C:11]=3[CH:10]=2)[C:5]([F:19])=[CH:4][N:3]=1.[Cl:20][C:21]1[CH:22]=[C:23]([CH:25]=[CH:26][C:27]=1[F:28])[NH2:24].